Dataset: Full USPTO retrosynthesis dataset with 1.9M reactions from patents (1976-2016). Task: Predict the reactants needed to synthesize the given product. (1) Given the product [Cl-:11].[Cl-:11].[Cl-:11].[Cl-:11].[Zr+4:15].[CH3:1][C:2]1[CH:7]=[CH:6][C:5]([CH3:8])=[C:4]([CH3:9])[C:3]=1[CH3:10], predict the reactants needed to synthesize it. The reactants are: [CH3:1][C:2]1[CH:7]=[CH:6][C:5]([CH3:8])=[C:4]([CH3:9])[C:3]=1[CH3:10].[Cl-:11].[Cl-].[Cl-].[Cl-].[Zr+4:15]. (2) Given the product [BrH:1].[OH:11][C:8]1[CH:9]=[CH:10][C:5]([C:3]2[N:14]=[C:15]3[CH:20]=[CH:19][C:18]([I:21])=[CH:17][N:16]3[CH:2]=2)=[CH:6][C:7]=1[O:12][CH3:13], predict the reactants needed to synthesize it. The reactants are: [Br:1][CH2:2][C:3]([C:5]1[CH:10]=[CH:9][C:8]([OH:11])=[C:7]([O:12][CH3:13])[CH:6]=1)=O.[NH2:14][C:15]1[CH:20]=[CH:19][C:18]([I:21])=[CH:17][N:16]=1. (3) The reactants are: [NH:1]1[C:9]2[C:4](=[CH:5][CH:6]=[CH:7][CH:8]=2)[C:3]([CH:10]2[C:18]3[C:13](=[CH:14][CH:15]=[CH:16][CH:17]=3)[C:12](=[O:19])[N:11]2[CH3:20])=[CH:2]1.C([O-])([O-])=O.[K+].[K+].Br[CH2:28][C:29]([O:31]C(C)(C)C)=[O:30]. Given the product [CH3:20][N:11]1[C:12](=[O:19])[C:13]2[C:18](=[CH:17][CH:16]=[CH:15][CH:14]=2)[CH:10]1[C:3]1[C:4]2[C:9](=[CH:8][CH:7]=[CH:6][CH:5]=2)[N:1]([CH2:28][C:29]([OH:31])=[O:30])[CH:2]=1, predict the reactants needed to synthesize it. (4) Given the product [CH3:1][O:2][C:3](=[O:32])[C@H:4]([CH2:22][C:23]1[CH:24]=[CH:25][C:26]([NH2:29])=[CH:27][CH:28]=1)[NH:5][C:6]([C:8]1([CH2:13][C:14]2[CH:19]=[CH:18][C:17]([O:20][CH3:21])=[CH:16][CH:15]=2)[CH2:12][CH2:11][CH2:10][CH2:9]1)=[O:7], predict the reactants needed to synthesize it. The reactants are: [CH3:1][O:2][C:3](=[O:32])[C@H:4]([CH2:22][C:23]1[CH:28]=[CH:27][C:26]([N+:29]([O-])=O)=[CH:25][CH:24]=1)[NH:5][C:6]([C:8]1([CH2:13][C:14]2[CH:19]=[CH:18][C:17]([O:20][CH3:21])=[CH:16][CH:15]=2)[CH2:12][CH2:11][CH2:10][CH2:9]1)=[O:7]. (5) Given the product [OH:8][CH:9]1[CH2:10][CH2:11][N:12]([C:15]2[CH:24]=[C:23]([C:25]([NH:27][C:28]3[C:29]([CH3:39])=[CH:30][C:31]([C:32]([O:34][CH3:35])=[O:33])=[CH:36][C:37]=3[CH3:38])=[O:26])[C:22]3[C:17](=[CH:18][CH:19]=[CH:20][CH:21]=3)[N:16]=2)[CH2:13][CH2:14]1, predict the reactants needed to synthesize it. The reactants are: [Si]([O:8][CH:9]1[CH2:14][CH2:13][N:12]([C:15]2[CH:24]=[C:23]([C:25]([NH:27][C:28]3[C:37]([CH3:38])=[CH:36][C:31]([C:32]([O:34][CH3:35])=[O:33])=[CH:30][C:29]=3[CH3:39])=[O:26])[C:22]3[C:17](=[CH:18][CH:19]=[CH:20][CH:21]=3)[N:16]=2)[CH2:11][CH2:10]1)(C(C)(C)C)(C)C.[N+](CCCC)(CCCC)(CCCC)CCCC.[F-]. (6) Given the product [CH3:32][O:31][C:9]1[CH:8]=[C:7]([C:4]([CH3:6])([CH3:5])[C:3]([OH:33])=[O:2])[CH:12]=[CH:11][C:10]=1[S:13][CH2:14][C:15]1[CH:16]=[CH:17][C:18]([C:21]2[CH:26]=[CH:25][C:24]([C:27]([F:28])([F:29])[F:30])=[CH:23][N:22]=2)=[CH:19][CH:20]=1, predict the reactants needed to synthesize it. The reactants are: C[O:2][C:3](=[O:33])[C:4]([C:7]1[CH:12]=[CH:11][C:10]([S:13][CH2:14][C:15]2[CH:20]=[CH:19][C:18]([C:21]3[CH:26]=[CH:25][C:24]([C:27]([F:30])([F:29])[F:28])=[CH:23][N:22]=3)=[CH:17][CH:16]=2)=[C:9]([O:31][CH3:32])[CH:8]=1)([CH3:6])[CH3:5].O[Li].O. (7) Given the product [NH2:9][CH2:8][C:6]1[CH:5]=[CH:4][N:3]([C:17]2[CH:22]=[CH:21][CH:20]=[CH:19][CH:18]=2)[C:2](=[O:1])[CH:7]=1, predict the reactants needed to synthesize it. The reactants are: [O:1]=[C:2]1[CH:7]=[C:6]([CH2:8][NH:9]C(=O)OC(C)(C)C)[CH:5]=[CH:4][N:3]1[C:17]1[CH:22]=[CH:21][CH:20]=[CH:19][CH:18]=1.Cl. (8) Given the product [F:1]/[C:2](/[C:17]1[CH:21]=[C:20]([CH3:22])[N:19]([CH2:23][C:24]2[CH:25]=[C:26]([C:27]([N:37]3[CH2:38][CH2:39][CH:34]([OH:33])[CH2:35][CH2:36]3)=[O:29])[CH:30]=[CH:31][CH:32]=2)[N:18]=1)=[CH:3]\[C:4]1[CH:5]=[CH:6][C:7]([C:10]2([C:13]([F:16])([F:15])[F:14])[CH2:11][CH2:12]2)=[CH:8][CH:9]=1, predict the reactants needed to synthesize it. The reactants are: [F:1]/[C:2](/[C:17]1[CH:21]=[C:20]([CH3:22])[N:19]([CH2:23][C:24]2[CH:25]=[C:26]([CH:30]=[CH:31][CH:32]=2)[C:27]([OH:29])=O)[N:18]=1)=[CH:3]\[C:4]1[CH:9]=[CH:8][C:7]([C:10]2([C:13]([F:16])([F:15])[F:14])[CH2:12][CH2:11]2)=[CH:6][CH:5]=1.[OH:33][CH:34]1[CH2:39][CH2:38][NH:37][CH2:36][CH2:35]1. (9) Given the product [CH2:1]([O:8][C:9]([N:11]1[CH2:15][C@H:14]([O:16][Si:17]([C:20]([CH3:21])([CH3:22])[CH3:23])([CH3:18])[CH3:19])[C@H:13]([N:24]([CH2:46][CH:45]=[CH2:44])[C:25]2[CH:26]=[C:27]([CH3:43])[C:28]([C:32]3[C:33]([O:41][CH3:42])=[N:34][C:35]([CH:38]([CH3:39])[CH3:40])=[CH:36][CH:37]=3)=[N:29][C:30]=2[Br:31])[CH2:12]1)=[O:10])[C:2]1[CH:7]=[CH:6][CH:5]=[CH:4][CH:3]=1, predict the reactants needed to synthesize it. The reactants are: [CH2:1]([O:8][C:9]([N:11]1[CH2:15][C@H:14]([O:16][Si:17]([C:20]([CH3:23])([CH3:22])[CH3:21])([CH3:19])[CH3:18])[C@H:13]([NH:24][C:25]2[CH:26]=[C:27]([CH3:43])[C:28]([C:32]3[C:33]([O:41][CH3:42])=[N:34][C:35]([CH:38]([CH3:40])[CH3:39])=[CH:36][CH:37]=3)=[N:29][C:30]=2[Br:31])[CH2:12]1)=[O:10])[C:2]1[CH:7]=[CH:6][CH:5]=[CH:4][CH:3]=1.[CH3:44][C:45]([O-])(C)[CH3:46].[K+].C(Br)C=C.O. (10) Given the product [NH2:2][C:3]([CH3:28])([CH3:27])[C@H:4]([NH:9][C:10](=[O:26])[C:11]1[CH:16]=[CH:15][C:14]([C:17]#[C:18][C:19]#[C:20][CH2:21][C@H:22]([OH:25])[CH2:23][OH:24])=[CH:13][CH:12]=1)[C:5]([NH:29][OH:30])=[O:6], predict the reactants needed to synthesize it. The reactants are: Cl.[NH2:2][C:3]([CH3:28])([CH3:27])[C@H:4]([NH:9][C:10](=[O:26])[C:11]1[CH:16]=[CH:15][C:14]([C:17]#[C:18][C:19]#[C:20][CH2:21][C@H:22]([OH:25])[CH2:23][OH:24])=[CH:13][CH:12]=1)[C:5](OC)=[O:6].[NH2:29][OH:30].